Dataset: Experimentally validated miRNA-target interactions with 360,000+ pairs, plus equal number of negative samples. Task: Binary Classification. Given a miRNA mature sequence and a target amino acid sequence, predict their likelihood of interaction. The protein sequence of the target gene is MGNSFCYTAVYCMINTGTQMDLEVKGVAATSRSQIQPFFGRKKPLQQRWTSESWTNQNSCPPVVPRLDLGSLVDSDDEDNFSYIPLSTANLPNSSSTLGWVTPCQTPYTQYHLNKLDQNIIPENLPAPTDKCKLKYQQCKTEIKEGYKQYSQRNAENTKSNVTHKQSPRNKIDEKCVQDEEANTDDLTTLDRKAILQQGYADNSCDKQQRARKLDAEIVAAEKKKQIVAEQVMIDHLSRAVISDPEQNLAIEQKESDHILPDSKMTPLRFRKRTLHETKIRTHSTLTENVLSHKLQFDGR.... Result: 1 (interaction). The miRNA is hsa-miR-4503 with sequence UUUAAGCAGGAAAUAGAAUUUA.